From a dataset of Full USPTO retrosynthesis dataset with 1.9M reactions from patents (1976-2016). Predict the reactants needed to synthesize the given product. (1) The reactants are: [NH2:1][C:2]1[C:3]([C:11]#[N:12])=[CH:4][C:5]2[O:9][CH2:8][O:7][C:6]=2[CH:10]=1.[C:13]([N:21]=[C:22]=[O:23])(=[O:20])[C:14]1[CH:19]=[CH:18][CH:17]=[CH:16][CH:15]=1. Given the product [C:11]([C:3]1[C:2]([NH:1][C:22]([NH:21][C:13](=[O:20])[C:14]2[CH:15]=[CH:16][CH:17]=[CH:18][CH:19]=2)=[O:23])=[CH:10][C:6]2[O:7][CH2:8][O:9][C:5]=2[CH:4]=1)#[N:12], predict the reactants needed to synthesize it. (2) The reactants are: [NH2:1][C:2]1[CH:7]=[C:6]([F:8])[CH:5]=[CH:4][C:3]=1[OH:9].C([O-])(O)=O.[Na+].[Cl:15][CH2:16][C:17](Cl)=[O:18]. Given the product [Cl:15][CH2:16][C:17]([NH:1][C:2]1[CH:7]=[C:6]([F:8])[CH:5]=[CH:4][C:3]=1[OH:9])=[O:18], predict the reactants needed to synthesize it. (3) Given the product [F:1][C:2]1[CH:7]=[C:6]([F:8])[CH:5]=[CH:4][C:3]=1[CH:9]1[CH2:14][C:13](=[O:15])[NH:12][C:11]([CH3:16])=[C:10]1[C:17]([NH:41][C:33]1[CH:34]=[C:35]2[C:39](=[CH:40][C:32]=1[F:31])[NH:38][N:37]=[CH:36]2)=[O:19], predict the reactants needed to synthesize it. The reactants are: [F:1][C:2]1[CH:7]=[C:6]([F:8])[CH:5]=[CH:4][C:3]=1[CH:9]1[CH2:14][C:13](=[O:15])[NH:12][C:11]([CH3:16])=[C:10]1[C:17]([OH:19])=O.CN(C=O)C.C(Cl)(=O)C(Cl)=O.[F:31][C:32]1[CH:40]=[C:39]2[C:35]([CH:36]=[N:37][NH:38]2)=[CH:34][C:33]=1[NH2:41]. (4) Given the product [CH2:1]([O:8][C:9]1[CH:17]=[CH:16][C:12]([C:13]([NH:35][C:32]2[CH:33]=[CH:34][C:29]([N:26]3[CH2:27][CH2:28][C@@H:24]([N:19]4[CH2:20][CH2:21][CH2:22][CH2:23]4)[CH2:25]3)=[C:30]([O:36][CH3:37])[CH:31]=2)=[O:15])=[C:11]([CH3:18])[CH:10]=1)[C:2]1[CH:3]=[CH:4][CH:5]=[CH:6][CH:7]=1, predict the reactants needed to synthesize it. The reactants are: [CH2:1]([O:8][C:9]1[CH:17]=[CH:16][C:12]([C:13]([OH:15])=O)=[C:11]([CH3:18])[CH:10]=1)[C:2]1[CH:7]=[CH:6][CH:5]=[CH:4][CH:3]=1.[N:19]1([C@@H:24]2[CH2:28][CH2:27][N:26]([C:29]3[CH:34]=[CH:33][C:32]([NH2:35])=[CH:31][C:30]=3[O:36][CH3:37])[CH2:25]2)[CH2:23][CH2:22][CH2:21][CH2:20]1. (5) Given the product [CH3:1][C@H:2]1[C@@:41]2([OH:43])[O:42][C@H:5]([CH2:6][C@H:7]([O:72][CH3:73])[C:8]([CH3:71])=[CH:9][CH:10]=[CH:11][CH:12]=[CH:13][C@@H:14]([CH3:70])[CH2:15][C@@H:16]([CH3:69])[C:17]([C@H:19]([O:67][CH3:68])[C@H:20]([OH:66])[C:21]([CH3:65])=[CH:22][C@@H:23]([CH3:64])[C:24]([CH2:26][C@@H:27]([C@@H:44]([CH2:46][C@H:47]3[CH2:52][C@@H:51]([O:53][CH3:54])[C@H:50]([O:55][C:56]([C:58]([CH2:60][OH:61])([CH2:62][OH:63])[CH3:59])=[O:57])[CH2:49][CH2:48]3)[CH3:45])[O:28][C:29]([C@H:31]3[N:36]([C:37]([C:39]2=[O:40])=[O:38])[CH2:35][CH2:34][CH2:33][CH2:32]3)=[O:30])=[O:25])=[O:18])[CH2:4][CH2:3]1, predict the reactants needed to synthesize it. The reactants are: [CH3:1][C@H:2]1[C@@:41]2([OH:43])[O:42][C@H:5]([CH2:6][C@H:7]([O:72][CH3:73])[C:8]([CH3:71])=[CH:9][CH:10]=[CH:11][CH:12]=[CH:13][C@@H:14]([CH3:70])[CH2:15][C@@H:16]([CH3:69])[C:17]([C@H:19]([O:67][CH3:68])[C@H:20]([OH:66])[C:21]([CH3:65])=[CH:22][C@@H:23]([CH3:64])[C:24]([CH2:26][C@@H:27]([C@@H:44]([CH2:46][C@H:47]3[CH2:52][C@@H:51]([O:53][CH3:54])[C@H:50]([O:55][C:56]([C:58]([CH2:62][OH:63])([CH2:60][OH:61])[CH3:59])=[O:57])[CH2:49][CH2:48]3)[CH3:45])[O:28][C:29]([C@H:31]3[N:36]([C:37]([C:39]2=[O:40])=[O:38])[CH2:35][CH2:34][CH2:33][CH2:32]3)=[O:30])=[O:25])=[O:18])[CH2:4][CH2:3]1.B([O-])[O-].CC(O)(CC(O)C)C. (6) The reactants are: [CH3:1][C:2]([N+:5]([O-:7])=O)([CH3:4])[CH3:3].[CH:8](=O)[CH:9]([CH3:11])[CH3:10].[Cl-].[NH4+].C(OCC)C. Given the product [C:2]([N+:5]([O-:7])=[CH:8][CH:9]([CH3:11])[CH3:10])([CH3:4])([CH3:3])[CH3:1], predict the reactants needed to synthesize it. (7) Given the product [CH2:1]([O:5][C:6](=[O:18])[CH2:7][CH2:8][C:9]1[CH:14]=[C:13]([F:15])[C:12]([CH3:16])=[C:11]([F:17])[CH:10]=1)[CH2:2][CH2:3][CH3:4], predict the reactants needed to synthesize it. The reactants are: [CH2:1]([O:5][C:6](=[O:18])[CH:7]=[CH:8][C:9]1[CH:14]=[C:13]([F:15])[C:12]([CH3:16])=[C:11]([F:17])[CH:10]=1)[CH2:2][CH2:3][CH3:4].C.